This data is from Forward reaction prediction with 1.9M reactions from USPTO patents (1976-2016). The task is: Predict the product of the given reaction. (1) Given the reactants [H-].[Na+].[OH:3][C:4]([CH3:10])([CH3:9])[C:5]([O:7][CH3:8])=[O:6].I[CH2:12][CH3:13], predict the reaction product. The product is: [CH2:12]([O:3][C:4]([CH3:10])([CH3:9])[C:5]([O:7][CH3:8])=[O:6])[CH3:13]. (2) Given the reactants BrCC1C(Cl)=NC=CC=1.[C:10]([N:13]1[C:20]2[CH:21]=[CH:22][CH:23]=[CH:24][C:19]=2[CH:18]=[CH:17][C:16]2[N:25]=[C:26](Cl)[C:27](F)=[CH:28][C:15]=2[CH2:14]1)(=[O:12])[CH3:11], predict the reaction product. The product is: [C:10]([N:13]1[C:20]2[CH:21]=[CH:22][CH:23]=[CH:24][C:19]=2[CH:18]=[CH:17][C:16]2[N:25]=[CH:26][CH:27]=[CH:28][C:15]=2[CH2:14]1)(=[O:12])[CH3:11].